From a dataset of CYP2D6 inhibition data for predicting drug metabolism from PubChem BioAssay. Regression/Classification. Given a drug SMILES string, predict its absorption, distribution, metabolism, or excretion properties. Task type varies by dataset: regression for continuous measurements (e.g., permeability, clearance, half-life) or binary classification for categorical outcomes (e.g., BBB penetration, CYP inhibition). Dataset: cyp2d6_veith. (1) The molecule is CCOc1ccc(C2C(C#N)=C(N)Oc3c2c(=O)oc2ccccc32)cc1. The result is 0 (non-inhibitor). (2) The compound is Cn1cccc1C(=O)N1CCC2(CC1)CCN(c1ccccc1)CC2. The result is 0 (non-inhibitor).